From a dataset of Full USPTO retrosynthesis dataset with 1.9M reactions from patents (1976-2016). Predict the reactants needed to synthesize the given product. (1) Given the product [F:1][C:2]1[C:3]([F:12])=[CH:4][C:5]2[S:9][C:8](=[N:10][C:18](=[O:19])[C:17]3[CH:21]=[CH:22][C:14]([F:13])=[CH:15][CH:16]=3)[N:7]([CH:24]([CH2:29][CH3:30])[C:25]([OH:27])=[O:26])[C:6]=2[CH:11]=1, predict the reactants needed to synthesize it. The reactants are: [F:1][C:2]1[C:3]([F:12])=[CH:4][C:5]2[S:9][C:8]([NH2:10])=[N:7][C:6]=2[CH:11]=1.[F:13][C:14]1[CH:22]=[CH:21][C:17]([C:18](Cl)=[O:19])=[CH:16][CH:15]=1.Br[CH:24]([CH2:29][CH3:30])[C:25]([O:27]C)=[O:26].COC1C=CC2N=C(N)SC=2C=1.ClC1C=C(C=CC=1)C(Cl)=O.BrCC(OCC)=O. (2) Given the product [Cl:13][C:14]1[N:15]=[C:16]([C:33]2[CH:34]=[N:35][CH:36]=[C:37]([Cl:39])[CH:38]=2)[C:17]2[N:22]([CH2:23][C@H:24]3[CH2:29][CH2:28][C@H:27]([CH3:30])[CH2:26][CH2:25]3)[CH:21]=[C:20]([CH:31]([C:2]3[CH:3]=[N:4][CH:5]=[CH:6][CH:7]=3)[OH:32])[C:18]=2[N:19]=1, predict the reactants needed to synthesize it. The reactants are: Br[C:2]1[CH:3]=[N:4][CH:5]=[CH:6][CH:7]=1.[Li]CCCC.[Cl:13][C:14]1[N:15]=[C:16]([C:33]2[CH:34]=[N:35][CH:36]=[C:37]([Cl:39])[CH:38]=2)[C:17]2[N:22]([CH2:23][C@H:24]3[CH2:29][CH2:28][C@H:27]([CH3:30])[CH2:26][CH2:25]3)[CH:21]=[C:20]([CH:31]=[O:32])[C:18]=2[N:19]=1. (3) Given the product [Cl:3][C:4]1[CH:5]=[CH:6][C:7]([C:10]2([C:15]3[CH:16]=[C:17]4[C:22](=[CH:23][CH:24]=3)[N:21]([CH3:2])[C:20](=[O:25])[CH:19]=[C:18]4[CH2:26][CH2:27][C:28]3[S:29][C:30]([Cl:33])=[CH:31][CH:32]=3)[O:11][CH2:12][CH2:13][O:14]2)=[CH:8][CH:9]=1, predict the reactants needed to synthesize it. The reactants are: I[CH3:2].[Cl:3][C:4]1[CH:9]=[CH:8][C:7]([C:10]2([C:15]3[CH:16]=[C:17]4[C:22](=[CH:23][CH:24]=3)[NH:21][C:20](=[O:25])[CH:19]=[C:18]4[CH2:26][CH2:27][C:28]3[S:29][C:30]([Cl:33])=[CH:31][CH:32]=3)[O:14][CH2:13][CH2:12][O:11]2)=[CH:6][CH:5]=1.O. (4) Given the product [CH2:31]([O:34][C:20]1[CH:21]=[CH:26][C:17]([N:14]2[CH2:13][CH2:12][C:11](=[CH:10][C:9]#[C:8][C:6]3[CH:5]=[CH:4][CH:3]=[C:2]([CH3:1])[N:7]=3)[CH2:16][CH2:15]2)=[CH:18][N:19]=1)[CH3:30], predict the reactants needed to synthesize it. The reactants are: [CH3:1][C:2]1[N:7]=[C:6]([C:8]#[C:9][CH:10]=[C:11]2[CH2:16][CH2:15][N:14]([C:17]3[C:26]4[C:21](=CC=CC=4)[CH:20]=[N:19][CH:18]=3)[CH2:13][CH2:12]2)[CH:5]=[CH:4][CH:3]=1.BrC1C=[CH:30][C:31]([O:34]CC)=NC=1.C1(C)C=CC(P(C2C=CC(C)=CC=2)C2C=CC3C(=CC=CC=3)C=2C2C3C(=CC=CC=3)C=CC=2P(C2C=CC(C)=CC=2)C2C=CC(C)=CC=2)=CC=1. (5) Given the product [C:36]1([CH2:35][C:34]([NH:33][C:31]2[N:30]=[CH:29][N:28]([CH:26]3[CH2:27][CH:24]([NH:23][C:8]([C:6]4[CH:5]=[CH:4][CH:3]=[C:2]([CH3:1])[N:7]=4)=[O:10])[CH2:25]3)[CH:32]=2)=[O:46])[C:45]2[C:40](=[CH:41][CH:42]=[CH:43][CH:44]=2)[CH:39]=[CH:38][CH:37]=1, predict the reactants needed to synthesize it. The reactants are: [CH3:1][C:2]1[N:7]=[C:6]([C:8]([OH:10])=O)[CH:5]=[CH:4][CH:3]=1.Cl.CN(C)CCCN=C=NCC.[NH2:23][C@@H:24]1[CH2:27][C@H:26]([N:28]2[CH:32]=[C:31]([NH:33][C:34](=[O:46])[CH2:35][C:36]3[C:45]4[C:40](=[CH:41][CH:42]=[CH:43][CH:44]=4)[CH:39]=[CH:38][CH:37]=3)[N:30]=[CH:29]2)[CH2:25]1.[OH-].[Na+]. (6) Given the product [NH2:1][C:2]1[N:3]=[CH:4][C:5]([Br:11])=[CH:6][C:7]=1[C:8]([N:13]([CH3:14])[CH3:12])=[O:9], predict the reactants needed to synthesize it. The reactants are: [NH2:1][C:2]1[C:7]([C:8](O)=[O:9])=[CH:6][C:5]([Br:11])=[CH:4][N:3]=1.[CH3:12][NH:13][CH3:14].P(C#N)(OCC)(OCC)=O. (7) Given the product [OH:42][C:36]([C:38]([F:41])([F:40])[F:39])=[O:37].[N:6]1([C:4]([C:3]2[CH:20]=[C:21]([CH:22]=[CH:23][C:2]=2[F:1])[CH2:24][C:25]2[C:34]3[C:29](=[CH:30][CH:31]=[CH:32][CH:33]=3)[C:28](=[O:35])[NH:27][N:26]=2)=[O:5])[CH2:12][CH2:11][CH2:10][NH:9][CH2:8][CH2:7]1, predict the reactants needed to synthesize it. The reactants are: [F:1][C:2]1[CH:23]=[CH:22][C:21]([CH2:24][C:25]2[C:34]3[C:29](=[CH:30][CH:31]=[CH:32][CH:33]=3)[C:28](=[O:35])[NH:27][N:26]=2)=[CH:20][C:3]=1[C:4]([N:6]1[CH2:12][CH2:11][CH2:10][N:9](C(OC(C)(C)C)=O)[CH2:8][CH2:7]1)=[O:5].[C:36]([OH:42])([C:38]([F:41])([F:40])[F:39])=[O:37]. (8) Given the product [CH3:1][C:2]1[CH:7]=[CH:6][CH:5]=[CH:4][C:3]=1[N:8]1[C:20](=[O:21])[C:11]2=[CH:12][N:13]([CH2:33][C:32]3[CH:37]=[CH:38][C:29]([C:26]4[CH:25]=[CH:24][CH:23]=[CH:28][CH:27]=4)=[CH:30][N:31]=3)[C:14]3[CH:15]=[CH:16][CH:17]=[CH:18][C:19]=3[C:10]2=[N:9]1, predict the reactants needed to synthesize it. The reactants are: [CH3:1][C:2]1[CH:7]=[CH:6][CH:5]=[CH:4][C:3]=1[N:8]1[C:20](=[O:21])[C:11]2=[CH:12][NH:13][C:14]3[CH:15]=[CH:16][CH:17]=[CH:18][C:19]=3[C:10]2=[N:9]1.Br[C:23]1[CH:28]=[CH:27][C:26]([CH2:29][C:30]2[NH:31][C:32]3[C:33](F)=CC=C(F)[C:37]=3[C:38]3C=2C(=O)N(C2C=CC=CC=2F)N=3)=[C:25](F)[CH:24]=1.C1(B(O)O)C=CC=CC=1.C(N1C=C(B2OC(C)(C)C(C)(C)O2)C=N1)C(C)C. (9) Given the product [Br:1][C:2]1[C:3]([C:10]#[N:12])=[N:4][CH:5]=[C:6]([Br:8])[CH:7]=1, predict the reactants needed to synthesize it. The reactants are: [Br:1][C:2]1[CH:3]=[N+:4]([O-])[CH:5]=[C:6]([Br:8])[CH:7]=1.[CH2:10]([N:12](CC)CC)C.C[Si](C#N)(C)C. (10) Given the product [Br:1][C:2]1[CH:3]=[C:4]2[C:5](=[CH:9][CH:10]=1)[C:6](=[O:8])[N:16]([CH:13]([CH3:15])[CH3:14])[CH2:11]2, predict the reactants needed to synthesize it. The reactants are: [Br:1][C:2]1[CH:10]=[CH:9][C:5]([C:6]([O-:8])=O)=[C:4]([CH2:11]Br)[CH:3]=1.[CH:13]([NH2:16])([CH3:15])[CH3:14].